From a dataset of Reaction yield outcomes from USPTO patents with 853,638 reactions. Predict the reaction yield, written as a fraction of the theoretical maximum amount of product (1.0 means a 100% yield; for example, 0.34 means a 34% yield). (1) The reactants are [C:1]1([NH2:8])[C:2]([NH2:7])=[CH:3][CH:4]=[CH:5][CH:6]=1.[C:9](O)(=O)[CH2:10][OH:11].[OH-].[Na+]. The catalyst is Cl. The product is [NH:7]1[C:2]2[CH:3]=[CH:4][CH:5]=[CH:6][C:1]=2[N:8]=[C:9]1[CH2:10][OH:11]. The yield is 0.730. (2) The reactants are [F:1][C:2]1[CH:3]=[CH:4][C:5]([SH:11])=[C:6]([CH:10]=1)[C:7]([OH:9])=[O:8].SC1C=CC=CC=1C(O)=O.Br[C:23]1[CH:31]=[C:30]([Cl:32])[CH:29]=[CH:28][C:24]=1[C:25]([OH:27])=[O:26]. No catalyst specified. The product is [C:7]([C:6]1[CH:10]=[C:2]([F:1])[CH:3]=[CH:4][C:5]=1[S:11][C:23]1[CH:31]=[C:30]([Cl:32])[CH:29]=[CH:28][C:24]=1[C:25]([OH:27])=[O:26])([OH:9])=[O:8]. The yield is 0.950. (3) The reactants are [P:1]([O:13][C:14]1[C:15]2[CH:34]=[CH:33][CH:32]=[CH:31][C:16]=2[C:17]2[C@H:18]([CH2:29][Cl:30])[CH2:19][N:20](C(=O)C(F)(F)F)[C:21]=2[CH:22]=1)([O:8][C:9]([CH3:12])([CH3:11])[CH3:10])([O:3][C:4]([CH3:7])([CH3:6])[CH3:5])=[O:2].C(OCC)(=O)C.O. The catalyst is CO.O. The product is [P:1]([O:13][C:14]1[C:15]2[CH:34]=[CH:33][CH:32]=[CH:31][C:16]=2[C:17]2[C@H:18]([CH2:29][Cl:30])[CH2:19][NH:20][C:21]=2[CH:22]=1)([O:8][C:9]([CH3:10])([CH3:11])[CH3:12])([O:3][C:4]([CH3:7])([CH3:6])[CH3:5])=[O:2]. The yield is 0.940. (4) The reactants are [NH2:1][C:2]1[CH:9]=[CH:8][C:7]([NH:10][C:11]2[CH:16]=[CH:15][C:14]([F:17])=[C:13]([Cl:18])[CH:12]=2)=[CH:6][C:3]=1[C:4]#N.[CH2:19]([Mg]Br)[CH3:20].C1C[O:26]CC1. No catalyst specified. The product is [NH2:1][C:2]1[CH:9]=[CH:8][C:7]([NH:10][C:11]2[CH:16]=[CH:15][C:14]([F:17])=[C:13]([Cl:18])[CH:12]=2)=[CH:6][C:3]=1[C:4](=[O:26])[CH2:19][CH3:20]. The yield is 0.380.